This data is from Full USPTO retrosynthesis dataset with 1.9M reactions from patents (1976-2016). The task is: Predict the reactants needed to synthesize the given product. (1) Given the product [CH2:14]([N:7]1[CH:8]=[C:4]([CH3:3])[C:5]([C:9]([OH:11])=[O:10])=[CH:6]1)[CH3:15], predict the reactants needed to synthesize it. The reactants are: [H-].[Na+].[CH3:3][C:4]1[C:5]([C:9]([O:11]C)=[O:10])=[CH:6][NH:7][CH:8]=1.I[CH2:14][CH3:15].[OH-].[Na+]. (2) Given the product [CH2:11]([O:10][P:8]([CH2:13][O:14][C:15]1[CH:20]=[CH:19][C:18]([O:21][CH3:22])=[CH:17][C:16]=1[NH2:23])([O:7][CH2:5][CH3:6])=[O:9])[CH3:12], predict the reactants needed to synthesize it. The reactants are: Cl[Sn]Cl.Cl.[CH2:5]([O:7][P:8]([CH2:13][O:14][C:15]1[CH:20]=[CH:19][C:18]([O:21][CH3:22])=[CH:17][C:16]=1[N+:23]([O-])=O)([O:10][CH2:11][CH3:12])=[O:9])[CH3:6]. (3) Given the product [C:3]1([C:9]2[N:10]=[CH:11][N:12]([CH2:17][C:16]([O:15][CH3:14])=[O:19])[CH:13]=2)[CH:4]=[CH:5][CH:6]=[CH:7][CH:8]=1, predict the reactants needed to synthesize it. The reactants are: [H-].[Na+].[C:3]1([C:9]2[N:10]=[CH:11][NH:12][CH:13]=2)[CH:8]=[CH:7][CH:6]=[CH:5][CH:4]=1.[CH3:14][O:15][C:16](=[O:19])[CH2:17]Cl. (4) Given the product [CH3:1][O:3][C:4]([C:6]1[CH:7]=[CH:8][C:9]([C:25]2[CH:30]=[CH:29][N:28]=[C:27]([NH:31][CH:32]3[CH2:37][CH2:36][CH2:35][CH2:34][CH2:33]3)[CH:26]=2)=[N:10][C:11]=1[N:12]1[CH2:13][CH2:14][N:15]([C:18]([O:20][C:21]([CH3:24])([CH3:22])[CH3:23])=[O:19])[CH2:16][CH2:17]1)=[O:5], predict the reactants needed to synthesize it. The reactants are: [CH2:1]([O:3][C:4]([C:6]1[CH:7]=[CH:8][C:9]([C:25]2[CH:30]=[CH:29][N:28]=[C:27]([NH:31][CH:32]3[CH2:37][CH2:36][CH2:35][CH2:34][CH2:33]3)[CH:26]=2)=[N:10][C:11]=1[N:12]1[CH2:17][CH2:16][N:15]([C:18]([O:20][C:21]([CH3:24])([CH3:23])[CH3:22])=[O:19])[CH2:14][CH2:13]1)=[O:5])C.N. (5) Given the product [C:1]([O:5][C:6]([N:8]1[CH2:9][CH2:10][CH:11]([CH2:14][C:15](=[O:17])[CH2:20][C:19]([O:25][CH2:26][CH3:27])=[O:24])[CH2:12][CH2:13]1)=[O:7])([CH3:2])([CH3:3])[CH3:4], predict the reactants needed to synthesize it. The reactants are: [C:1]([O:5][C:6]([N:8]1[CH2:13][CH2:12][CH:11]([CH2:14][C:15]([OH:17])=O)[CH2:10][CH2:9]1)=[O:7])([CH3:4])([CH3:3])[CH3:2].[K].[C:19]([O:25][CH2:26][CH3:27])(=[O:24])[CH2:20]C([O-])=O.[Cl-].[Mg+2].[Cl-].Cl. (6) Given the product [CH3:28][C:27]1[C:22]([N:19]2[CH2:20][CH2:21][N:16]([C:14]([C:5]3[CH:4]=[CH:3][C:2]([N:32]4[CH2:33][CH2:34][O:30][C:31]4=[O:35])=[CH:7][C:6]=3[N:8]3[CH2:12][CH2:11][CH2:10][C:9]3=[O:13])=[O:15])[CH2:17][CH2:18]2)=[N:23][CH:24]=[C:25]([CH3:29])[CH:26]=1, predict the reactants needed to synthesize it. The reactants are: Cl[C:2]1[CH:3]=[CH:4][C:5]([C:14]([N:16]2[CH2:21][CH2:20][N:19]([C:22]3[C:27]([CH3:28])=[CH:26][C:25]([CH3:29])=[CH:24][N:23]=3)[CH2:18][CH2:17]2)=[O:15])=[C:6]([N:8]2[CH2:12][CH2:11][CH2:10][C:9]2=[O:13])[CH:7]=1.[O:30]1[CH2:34][CH2:33][NH:32][C:31]1=[O:35]. (7) Given the product [CH2:1]([O:3][C:4]([C:6]1[N:7]=[C:8]2[N:9]([CH:10]=1)[C:14]([CH3:15])=[CH:13][S:11]2)=[O:5])[CH3:2], predict the reactants needed to synthesize it. The reactants are: [CH2:1]([O:3][C:4]([C:6]1[NH:7][C:8](=[S:11])[NH:9][CH:10]=1)=[O:5])[CH3:2].Cl[CH2:13][C:14](=O)[CH3:15].O=P(Cl)(Cl)Cl.